Dataset: Peptide-MHC class II binding affinity with 134,281 pairs from IEDB. Task: Regression. Given a peptide amino acid sequence and an MHC pseudo amino acid sequence, predict their binding affinity value. This is MHC class II binding data. (1) The peptide sequence is FCVKVLAPYMPDVLE. The MHC is DRB1_1101 with pseudo-sequence DRB1_1101. The binding affinity (normalized) is 0.541. (2) The binding affinity (normalized) is 0.154. The MHC is HLA-DQA10401-DQB10402 with pseudo-sequence HLA-DQA10401-DQB10402. The peptide sequence is GKAFATYTNAKRIVK. (3) The peptide sequence is LWTQSLRRELSGYCS. The MHC is DRB1_0101 with pseudo-sequence DRB1_0101. The binding affinity (normalized) is 0.447. (4) The peptide sequence is RREVHIYYLEKANKI. The MHC is DRB4_0101 with pseudo-sequence DRB4_0103. The binding affinity (normalized) is 0.851. (5) The MHC is DRB1_0401 with pseudo-sequence DRB1_0401. The peptide sequence is TIIKALGALDSPREI. The binding affinity (normalized) is 0.854. (6) The peptide sequence is DIELLKTEVTNPAVL. The MHC is DRB1_0401 with pseudo-sequence DRB1_0401. The binding affinity (normalized) is 0.882.